Dataset: Tyrosyl-DNA phosphodiesterase HTS with 341,365 compounds. Task: Binary Classification. Given a drug SMILES string, predict its activity (active/inactive) in a high-throughput screening assay against a specified biological target. The compound is Clc1ccc(NS(=O)(=O)c2cc(OCC)c(F)cc2)nc1. The result is 0 (inactive).